From a dataset of Catalyst prediction with 721,799 reactions and 888 catalyst types from USPTO. Predict which catalyst facilitates the given reaction. (1) Reactant: Br[C:2]1[CH:3]=[CH:4][C:5]([O:10][C@@H:11]2[CH2:15][CH2:14][O:13][CH2:12]2)=[C:6]([CH:9]=1)[C:7]#[N:8].[B:16]1([B:16]2[O:20][C:19]([CH3:22])([CH3:21])[C:18]([CH3:24])([CH3:23])[O:17]2)[O:20][C:19]([CH3:22])([CH3:21])[C:18]([CH3:24])([CH3:23])[O:17]1.C([O-])(=O)C.[K+].ClCCl. Product: [O:13]1[CH2:14][CH2:15][C@@H:11]([O:10][C:5]2[CH:4]=[CH:3][C:2]([B:16]3[O:20][C:19]([CH3:22])([CH3:21])[C:18]([CH3:24])([CH3:23])[O:17]3)=[CH:9][C:6]=2[C:7]#[N:8])[CH2:12]1. The catalyst class is: 12. (2) Reactant: [CH2:1]([O:3][C:4]([C:6]1[CH:7]=[N:8][C:9]([N:12]([CH2:14][C:15]2[S:23][C:22]3[C:21]([N:24]4[CH2:29][CH2:28][O:27][CH2:26][CH2:25]4)=[N:20][C:19]([C:30]4[CH:35]=[CH:34][CH:33]=[C:32]([O:36][CH2:37][CH2:38][O:39][Si](C(C)(C)C)(C)C)[CH:31]=4)=[N:18][C:17]=3[CH:16]=2)[CH3:13])=[N:10][CH:11]=1)=[O:5])[CH3:2].C1COCC1.[F-].C([N+](CCCC)(CCCC)CCCC)CCC. Product: [CH2:1]([O:3][C:4]([C:6]1[CH:7]=[N:8][C:9]([N:12]([CH2:14][C:15]2[S:23][C:22]3[C:21]([N:24]4[CH2:29][CH2:28][O:27][CH2:26][CH2:25]4)=[N:20][C:19]([C:30]4[CH:35]=[CH:34][CH:33]=[C:32]([O:36][CH2:37][CH2:38][OH:39])[CH:31]=4)=[N:18][C:17]=3[CH:16]=2)[CH3:13])=[N:10][CH:11]=1)=[O:5])[CH3:2]. The catalyst class is: 13.